This data is from Reaction yield outcomes from USPTO patents with 853,638 reactions. The task is: Predict the reaction yield, written as a fraction of the theoretical maximum amount of product (1.0 means a 100% yield; for example, 0.34 means a 34% yield). (1) The product is [CH2:44]([O:51][NH:52][C:14](=[O:16])[CH2:13][CH:12]([C:6]1[CH:7]=[CH:8][C:9]([O:10][CH3:11])=[C:4]([O:3][CH2:1][CH3:2])[CH:5]=1)[N:17]1[C:21](=[O:22])[C:20]2=[CH:23][C:24]([N+:27]([O-:29])=[O:28])=[CH:25][CH:26]=[C:19]2[C:18]1=[O:30])[C:45]1[CH:50]=[CH:49][CH:48]=[CH:47][CH:46]=1. The reactants are [CH2:1]([O:3][C:4]1[CH:5]=[C:6]([CH:12]([N:17]2[C:21](=[O:22])[C:20]3=[CH:23][C:24]([N+:27]([O-:29])=[O:28])=[CH:25][CH:26]=[C:19]3[C:18]2=[O:30])[CH2:13][C:14]([OH:16])=O)[CH:7]=[CH:8][C:9]=1[O:10][CH3:11])[CH3:2].C(N1C=CN=C1)(N1C=CN=C1)=O.Cl.[CH2:44]([O:51][NH2:52])[C:45]1[CH:50]=[CH:49][CH:48]=[CH:47][CH:46]=1. The catalyst is O1CCCC1. The yield is 0.590. (2) The reactants are N[C:2]1[CH:11]=[C:10]2[C:5]([CH2:6][CH2:7][CH:8]([C:12]([O:14][CH3:15])=[O:13])[CH2:9]2)=[CH:4][CH:3]=1.Cl.[CH2:17]=O.[C:19]([BH3-])#[N:20].[Na+]. No catalyst specified. The product is [CH3:17][N:20]([CH3:19])[C:2]1[CH:11]=[C:10]2[C:5]([CH2:6][CH2:7][CH:8]([C:12]([O:14][CH3:15])=[O:13])[CH2:9]2)=[CH:4][CH:3]=1. The yield is 0.700. (3) The reactants are [C:1]([O:5][C:6](=[O:26])[NH:7][C@H:8]1[CH2:13][CH2:12][C@@H:11]([CH2:14][NH:15][C:16](OCC2C=CC=CC=2)=O)[CH2:10][CH2:9]1)([CH3:4])([CH3:3])[CH3:2].ClC1[N:37]=[C:36]([N:38]([CH3:40])[CH3:39])[C:35]2[C:30](=[CH:31][CH:32]=[CH:33][CH:34]=2)[N:29]=1.C([O-])(O)=O.[Na+]. The catalyst is CO.CC(O)C.[Pd]. The product is [C:1]([O:5][C:6](=[O:26])[NH:7][C@H:8]1[CH2:9][CH2:10][C@@H:11]([CH2:14][NH:15][C:16]2[N:37]=[C:36]([N:38]([CH3:40])[CH3:39])[C:35]3[C:30](=[CH:31][CH:32]=[CH:33][CH:34]=3)[N:29]=2)[CH2:12][CH2:13]1)([CH3:2])([CH3:3])[CH3:4]. The yield is 0.430.